This data is from Retrosynthesis with 50K atom-mapped reactions and 10 reaction types from USPTO. The task is: Predict the reactants needed to synthesize the given product. (1) Given the product O=c1cc(-c2ccc(C(F)(F)F)cc2)ccn1-c1ccc2c3c(oc2c1)CCNC3, predict the reactants needed to synthesize it. The reactants are: CC(C)(C)OC(=O)N1CCc2oc3cc(-n4ccc(-c5ccc(C(F)(F)F)cc5)cc4=O)ccc3c2C1. (2) Given the product Cc1ccc(S(=O)(=O)OCC2Cc3cccc(-c4ccc(F)cc4)c3O2)cc1, predict the reactants needed to synthesize it. The reactants are: Cc1ccc(S(=O)(=O)OCC2Cc3cccc(Br)c3O2)cc1.OB(O)c1ccc(F)cc1. (3) Given the product Cc1cnc(N2CCN(C(=O)c3ccc(Br)cc3S(C)(=O)=O)CC2)c(C)c1, predict the reactants needed to synthesize it. The reactants are: CS(=O)(=O)c1cc(Br)ccc1C(=O)O.Cc1cnc(N2CCNCC2)c(C)c1. (4) Given the product CC(C)(CO)n1cc(Nc2nccc(N3CC[C@@](CN)(C4CC4)C3=O)n2)cn1, predict the reactants needed to synthesize it. The reactants are: CC(C)(CO)n1cc(Nc2nccc(N3CC[C@@](C#N)(C4CC4)C3=O)n2)cn1. (5) Given the product CC(C)(C)c1cc(NC(=O)OCC(Cl)(Cl)Cl)n(-c2cn(CCOC3CCCCO3)cn2)n1, predict the reactants needed to synthesize it. The reactants are: CC(C)(C)c1cc(N)n(-c2cn(CCOC3CCCCO3)cn2)n1.O=C(Cl)OCC(Cl)(Cl)Cl.